This data is from Catalyst prediction with 721,799 reactions and 888 catalyst types from USPTO. The task is: Predict which catalyst facilitates the given reaction. (1) Reactant: [CH:1]([O:14][C:15]([C:17]1([O:20]/[N:21]=[C:22](/[C:26]2[N:27]=[C:28]([NH:31][C:32]([O:34][C:35]([CH3:38])([CH3:37])[CH3:36])=[O:33])[S:29][CH:30]=2)\[C:23](O)=[O:24])[CH2:19][CH2:18]1)=[O:16])([C:8]1[CH:13]=[CH:12][CH:11]=[CH:10][CH:9]=1)[C:2]1[CH:7]=[CH:6][CH:5]=[CH:4][CH:3]=1.[NH2:39][C@@H:40]1[C:43](=[O:44])[NH:42][C@@H:41]1[CH2:45][N:46]1[N:50]=[C:49]2[CH2:51][N:52]([C:54]([O:56][C:57]([CH3:60])([CH3:59])[CH3:58])=[O:55])[CH2:53][C:48]2=[N:47]1.CN(C(ON1N=NC2C=CC=NC1=2)=[N+](C)C)C.F[P-](F)(F)(F)(F)F.CCN(C(C)C)C(C)C. Product: [CH:1]([O:14][C:15]([C:17]1([O:20]/[N:21]=[C:22](/[C:26]2[N:27]=[C:28]([NH:31][C:32]([O:34][C:35]([CH3:38])([CH3:37])[CH3:36])=[O:33])[S:29][CH:30]=2)\[C:23]([NH:39][C@@H:40]2[C:43](=[O:44])[NH:42][C@@H:41]2[CH2:45][N:46]2[N:50]=[C:49]3[CH2:51][N:52]([C:54]([O:56][C:57]([CH3:60])([CH3:59])[CH3:58])=[O:55])[CH2:53][C:48]3=[N:47]2)=[O:24])[CH2:19][CH2:18]1)=[O:16])([C:2]1[CH:7]=[CH:6][CH:5]=[CH:4][CH:3]=1)[C:8]1[CH:9]=[CH:10][CH:11]=[CH:12][CH:13]=1. The catalyst class is: 31. (2) Reactant: [C:1]([CH2:3][C:4]([NH:6][CH2:7][CH2:8][CH:9]([NH:13][C:14](=[O:18])[CH2:15][C:16]#[N:17])[CH2:10][CH2:11][CH3:12])=[O:5])#[N:2].[OH:19][C:20]1[CH:21]=[C:22]([CH:25]=[CH:26][C:27]=1[OH:28])[CH:23]=O. Product: [C:1]([C:3](=[CH:23][C:22]1[CH:25]=[CH:26][C:27]([OH:28])=[C:20]([OH:19])[CH:21]=1)[C:4]([NH:6][CH2:7][CH2:8][CH:9]([NH:13][C:14](=[O:18])[C:15]([C:16]#[N:17])=[CH:23][C:22]1[CH:25]=[CH:26][C:27]([OH:28])=[C:20]([OH:19])[CH:21]=1)[CH2:10][CH2:11][CH3:12])=[O:5])#[N:2]. The catalyst class is: 495. (3) Reactant: [Cl:1][C:2]1[CH:7]=[CH:6][C:5]([S:8]([N:11]2[C:19]3[C:14](=[CH:15][CH:16]=[CH:17][CH:18]=3)[C:13](/[CH:20]=[C:21]3\[O:22][C:23]4[C:30]([CH2:31][N:32]5[CH2:37][CH2:36][N:35](C(OC(C)(C)C)=O)[CH2:34][CH2:33]5)=[C:29]([OH:45])[CH:28]=[CH:27][C:24]=4[C:25]\3=[O:26])=[CH:12]2)(=[O:10])=[O:9])=[CH:4][CH:3]=1.FC(F)(F)C(O)=O. Product: [ClH:1].[ClH:1].[Cl:1][C:2]1[CH:3]=[CH:4][C:5]([S:8]([N:11]2[C:19]3[C:14](=[CH:15][CH:16]=[CH:17][CH:18]=3)[C:13](/[CH:20]=[C:21]3\[O:22][C:23]4[C:30]([CH2:31][N:32]5[CH2:37][CH2:36][NH:35][CH2:34][CH2:33]5)=[C:29]([OH:45])[CH:28]=[CH:27][C:24]=4[C:25]\3=[O:26])=[CH:12]2)(=[O:9])=[O:10])=[CH:6][CH:7]=1. The catalyst class is: 2. (4) Reactant: CO.[O:3]1[C:7]2[CH:8]=[CH:9][C:10]([C:12]3[CH:24]=[CH:23][C:15]([C:16]([O:18][C:19]([CH3:22])([CH3:21])[CH3:20])=[O:17])=[C:14]([N+:25]([O-])=O)[CH:13]=3)=[CH:11][C:6]=2[O:5][CH2:4]1. Product: [NH2:25][C:14]1[CH:13]=[C:12]([C:10]2[CH:9]=[CH:8][C:7]3[O:3][CH2:4][O:5][C:6]=3[CH:11]=2)[CH:24]=[CH:23][C:15]=1[C:16]([O:18][C:19]([CH3:22])([CH3:21])[CH3:20])=[O:17]. The catalyst class is: 849. (5) Reactant: [CH2:1]([C:3]1[O:7][N:6]=[C:5]([C:8]2[CH:13]=[CH:12][CH:11]=[CH:10][CH:9]=2)[C:4]=1[C:14]([OH:16])=O)[CH3:2].Cl.[Cl:18][CH2:19][CH2:20][CH2:21][NH2:22].C(N(CC)CC)C.CN(C)C=O. Product: [Cl:18][CH2:19][CH2:20][CH2:21][NH:22][C:14]([C:4]1[C:5]([C:8]2[CH:9]=[CH:10][CH:11]=[CH:12][CH:13]=2)=[N:6][O:7][C:3]=1[CH2:1][CH3:2])=[O:16]. The catalyst class is: 6.